From a dataset of Full USPTO retrosynthesis dataset with 1.9M reactions from patents (1976-2016). Predict the reactants needed to synthesize the given product. (1) Given the product [OH:10][C:9]1[CH:8]=[CH:7][C:6]([CH2:18][CH2:19][C:20]([O:22][CH2:23][CH3:24])=[O:21])=[CH:5][C:4]=1[O:3][CH2:1][CH3:2], predict the reactants needed to synthesize it. The reactants are: [CH2:1]([O:3][C:4]1[CH:5]=[C:6]([CH:18]=[CH:19][C:20]([O:22][CH2:23][CH3:24])=[O:21])[CH:7]=[CH:8][C:9]=1[O:10]CC1C=CC=CC=1)[CH3:2].Cl.C(O)C. (2) Given the product [C:32]([O:36][C:37](=[O:48])[N:38]([C@H:40]1[CH2:45][CH2:44][C@H:43]([CH:46]=[C:21]([Br:24])[Br:20])[CH2:42][CH2:41]1)[CH3:39])([CH3:35])([CH3:33])[CH3:34], predict the reactants needed to synthesize it. The reactants are: C1(P(C2C=CC=CC=2)C2C=CC=CC=2)C=CC=CC=1.[Br:20][C:21]([Br:24])(Br)Br.C(N(CC)CC)C.[C:32]([O:36][C:37](=[O:48])[N:38]([C@H:40]1[CH2:45][CH2:44][C@H:43]([CH:46]=O)[CH2:42][CH2:41]1)[CH3:39])([CH3:35])([CH3:34])[CH3:33]. (3) Given the product [F:18][C:17]1[C:12]2[N:13]([C:9]([C:4]3[CH:5]=[CH:6][C:7]([F:8])=[C:2]([C:28]4[CH:29]=[CH:30][C:25]([CH:23]=[CH2:24])=[CH:26][CH:27]=4)[CH:3]=3)=[CH:10][N:11]=2)[CH:14]=[CH:15][C:16]=1[C:19]([OH:22])([CH3:21])[CH3:20], predict the reactants needed to synthesize it. The reactants are: Cl[C:2]1[CH:3]=[C:4]([C:9]2[N:13]3[CH:14]=[CH:15][C:16]([C:19]([OH:22])([CH3:21])[CH3:20])=[C:17]([F:18])[C:12]3=[N:11][CH:10]=2)[CH:5]=[CH:6][C:7]=1[F:8].[CH:23]([C:25]1[CH:30]=[CH:29][C:28](B(O)O)=[CH:27][CH:26]=1)=[CH2:24]. (4) Given the product [F:32][C:2]([F:1])([F:31])[C:3]1[CH:26]=[C:25]([C:27]([F:28])([F:30])[F:29])[CH:24]=[CH:23][C:4]=1[CH2:5][O:6][C:7]1[CH:12]=[CH:11][C:10](/[CH:13]=[C:14]2/[C:15]([NH:38][CH2:37][CH2:36][N:35]([CH2:39][CH3:40])[CH2:33][CH3:34])=[N:16][C:17](=[O:19])[S:18]/2)=[CH:9][C:8]=1[O:21][CH3:22], predict the reactants needed to synthesize it. The reactants are: [F:1][C:2]([F:32])([F:31])[C:3]1[CH:26]=[C:25]([C:27]([F:30])([F:29])[F:28])[CH:24]=[CH:23][C:4]=1[CH2:5][O:6][C:7]1[CH:12]=[CH:11][C:10](/[CH:13]=[C:14]2/[C:15](=S)[NH:16][C:17](=[O:19])[S:18]/2)=[CH:9][C:8]=1[O:21][CH3:22].[CH2:33]([N:35]([CH2:39][CH3:40])[CH2:36][CH2:37][NH2:38])[CH3:34]. (5) Given the product [NH2:1][C:2]1[C:7]([NH2:8])=[CH:6][C:5]([C:11]2[CH:12]=[CH:13][C:14]([N:17]([CH3:19])[CH3:18])=[CH:15][CH:16]=2)=[CH:4][N:3]=1, predict the reactants needed to synthesize it. The reactants are: [NH2:1][C:2]1[C:7]([N+:8]([O-])=O)=[CH:6][C:5]([C:11]2[CH:16]=[CH:15][C:14]([N:17]([CH3:19])[CH3:18])=[CH:13][CH:12]=2)=[CH:4][N:3]=1.[H][H]. (6) Given the product [Si:1]([O:8][C@@H:9]1[CH2:10][C@@H:11]([OH:15])[CH2:12][N:13]([C:19]([O:18][CH2:17][C:16]2[CH:12]=[CH:11][CH:10]=[CH:9][CH:14]=2)=[O:20])[CH2:14]1)([C:4]([CH3:7])([CH3:6])[CH3:5])([CH3:3])[CH3:2], predict the reactants needed to synthesize it. The reactants are: [Si:1]([O:8][C@H:9]1[CH2:14][NH:13][CH2:12][C@H:11]([OH:15])[CH2:10]1)([C:4]([CH3:7])([CH3:6])[CH3:5])([CH3:3])[CH3:2].[CH3:16][CH2:17][O:18][C:19](C)=[O:20]. (7) The reactants are: CN(C)C=O.[F:6][C:7]([F:16])([F:15])[C:8]1[N:13]=[CH:12][N:11]=[C:10]([OH:14])[CH:9]=1.[Br:17]N1C(=O)CCC1=O. Given the product [F:16][C:7]([F:6])([F:15])[C:8]1[N:13]=[CH:12][N:11]=[C:10]([OH:14])[C:9]=1[Br:17], predict the reactants needed to synthesize it.